From a dataset of Peptide-MHC class I binding affinity with 185,985 pairs from IEDB/IMGT. Regression. Given a peptide amino acid sequence and an MHC pseudo amino acid sequence, predict their binding affinity value. This is MHC class I binding data. (1) The peptide sequence is SFELGVWVL. The MHC is H-2-Db with pseudo-sequence H-2-Db. The binding affinity (normalized) is 0. (2) The peptide sequence is LAMLVLHQV. The MHC is HLA-A80:01 with pseudo-sequence HLA-A80:01. The binding affinity (normalized) is 0.0847. (3) The peptide sequence is LPPERRQPF. The MHC is HLA-A69:01 with pseudo-sequence HLA-A69:01. The binding affinity (normalized) is 0.0847. (4) The peptide sequence is WLGAAITLVV. The MHC is HLA-A02:06 with pseudo-sequence HLA-A02:06. The binding affinity (normalized) is 0.305. (5) The peptide sequence is MQLPGGWLL. The MHC is HLA-B48:01 with pseudo-sequence HLA-B48:01. The binding affinity (normalized) is 0.797. (6) The peptide sequence is GDLCGSVF. The MHC is Mamu-A11 with pseudo-sequence Mamu-A11. The binding affinity (normalized) is 0.0246. (7) The peptide sequence is EYKNSNMCL. The MHC is H-2-Kd with pseudo-sequence H-2-Kd. The binding affinity (normalized) is 0.383. (8) The peptide sequence is DYMPSMKRF. The MHC is HLA-A24:02 with pseudo-sequence HLA-A24:02. The binding affinity (normalized) is 0.796.